From a dataset of Reaction yield outcomes from USPTO patents with 853,638 reactions. Predict the reaction yield, written as a fraction of the theoretical maximum amount of product (1.0 means a 100% yield; for example, 0.34 means a 34% yield). (1) The yield is 1.00. The reactants are [N:1]1[S:2][N:3]=[C:4]2[CH:9]=[C:8]([C:10](=[O:21])[C:11]#[C:12][C:13]([CH3:20])([O:15][Si](C)(C)C)[CH3:14])[CH:7]=[CH:6][C:5]=12.CC1C=CC(S(O)(=O)=O)=CC=1. The product is [N:1]1[S:2][N:3]=[C:4]2[CH:9]=[C:8]([C:10](=[O:21])[C:11]#[C:12][C:13]([OH:15])([CH3:14])[CH3:20])[CH:7]=[CH:6][C:5]=12. The catalyst is C(Cl)Cl.O. (2) The reactants are C1(C(NC(C)C)C(C2C=CC=CC=2F)CCN2CCN(C3C=CC=CC=3OC)CC2)CCCCC1.[NH:36]1[C:40]2[CH:41]=[CH:42][CH:43]=[C:44]([N:45]3[CH2:50][CH2:49][NH:48][CH2:47][CH2:46]3)[C:39]=2[N:38]=[CH:37]1.[CH:51]1([C:57](=[O:74])[CH:58]([C:67]2[CH:72]=[CH:71][CH:70]=[CH:69][C:68]=2[F:73])[CH2:59][CH:60](OCC)OCC)[CH2:56][CH2:55][CH2:54][CH2:53][CH2:52]1. No catalyst specified. The product is [NH:36]1[C:40]2[CH:41]=[CH:42][CH:43]=[C:44]([N:45]3[CH2:46][CH2:47][N:48]([CH2:60][CH2:59][CH:58]([C:67]4[CH:72]=[CH:71][CH:70]=[CH:69][C:68]=4[F:73])[C:57]([CH:51]4[CH2:56][CH2:55][CH2:54][CH2:53][CH2:52]4)=[O:74])[CH2:49][CH2:50]3)[C:39]=2[N:38]=[CH:37]1. The yield is 0.787. (3) The reactants are [Si:1]([O:8][CH2:9][C@@H:10]1[CH2:14][CH2:13][C@H:12]([CH2:15][O:16][Si:17]([C:20]([CH3:23])([CH3:22])[CH3:21])([CH3:19])[CH3:18])[N:11]1[C:24]1[N:29]=[C:28]([C:30]2[CH:35]=[CH:34][C:33]([N+:36]([O-])=O)=[CH:32][CH:31]=2)[N:27]=[C:26]([N:39]2[CH:44]3[CH2:45][CH2:46][CH:40]2[CH2:41][O:42][CH2:43]3)[N:25]=1)([C:4]([CH3:7])([CH3:6])[CH3:5])([CH3:3])[CH3:2].[H][H]. The catalyst is [Pd].O1CCCC1. The product is [CH:40]12[N:39]([C:26]3[N:25]=[C:24]([N:11]4[C@@H:12]([CH2:15][O:16][Si:17]([C:20]([CH3:22])([CH3:23])[CH3:21])([CH3:19])[CH3:18])[CH2:13][CH2:14][C@H:10]4[CH2:9][O:8][Si:1]([C:4]([CH3:5])([CH3:6])[CH3:7])([CH3:3])[CH3:2])[N:29]=[C:28]([C:30]4[CH:35]=[CH:34][C:33]([NH2:36])=[CH:32][CH:31]=4)[N:27]=3)[CH:44]([CH2:45][CH2:46]1)[CH2:43][O:42][CH2:41]2. The yield is 0.800. (4) The reactants are [C:1]([O:5][C:6]([N:8]1[CH2:13][CH2:12][NH:11][CH2:10][C@@H:9]1[CH2:14][CH:15]([CH3:17])[CH3:16])=[O:7])([CH3:4])([CH3:3])[CH3:2].[H-].[Na+].Cl[C:21]1[O:22][C:23]2[C:24](=[C:26]([C:30]([O:32][CH3:33])=[O:31])[CH:27]=[CH:28][CH:29]=2)[N:25]=1. The catalyst is COCCOC. The product is [C:1]([O:5][C:6]([N:8]1[CH2:13][CH2:12][N:11]([C:21]2[O:22][C:23]3[C:24](=[C:26]([C:30]([O:32][CH3:33])=[O:31])[CH:27]=[CH:28][CH:29]=3)[N:25]=2)[CH2:10][C@@H:9]1[CH2:14][CH:15]([CH3:17])[CH3:16])=[O:7])([CH3:4])([CH3:3])[CH3:2]. The yield is 0.320. (5) The reactants are [C:1]([C:5]1[CH:14]=[CH:13][C:12]([NH2:15])=[CH:11][C:6]=1[C:7](OC)=[O:8])([CH3:4])([CH3:3])[CH3:2].[H-].[H-].[H-].[H-].[Li+].[Al+3]. The catalyst is C1COCC1.O. The product is [C:1]([C:5]1[CH:14]=[CH:13][C:12]([NH2:15])=[CH:11][C:6]=1[CH2:7][OH:8])([CH3:4])([CH3:2])[CH3:3]. The yield is 0.200. (6) The reactants are [CH2:1]([O:3][C:4](=[O:22])[CH2:5][NH:6][CH2:7][CH2:8][NH:9][S:10]([C:13]1[S:14][C:15]2[CH:21]=[CH:20][CH:19]=[CH:18][C:16]=2[N:17]=1)(=[O:12])=[O:11])[CH3:2].[CH3:23][O:24][C:25]1[CH:26]=[C:27]([CH:46]=[CH:47][C:48]=1[O:49][CH3:50])[CH2:28][O:29][C:30]([NH:32][C:33]1[N:41]=[CH:40][N:39]=[C:38]2[C:34]=1[N:35]=[CH:36][N:37]2[CH2:42][C:43](O)=[O:44])=[O:31]. No catalyst specified. The product is [CH2:1]([O:3][C:4](=[O:22])[CH2:5][N:6]([CH2:7][CH2:8][NH:9][S:10]([C:13]1[S:14][C:15]2[CH:21]=[CH:20][CH:19]=[CH:18][C:16]=2[N:17]=1)(=[O:12])=[O:11])[C:43](=[O:44])[CH2:42][N:37]1[CH:36]=[N:35][C:34]2[C:38]1=[N:39][CH:40]=[N:41][C:33]=2[NH:32][C:30]([O:29][CH2:28][C:27]1[CH:46]=[CH:47][C:48]([O:49][CH3:50])=[C:25]([O:24][CH3:23])[CH:26]=1)=[O:31])[CH3:2]. The yield is 0.960. (7) The reactants are [C:1]([O:5][C:6]([N:8]1[CH2:13][CH2:12][CH:11]([C:14]2[N:18]([C:19]3[CH:24]=[CH:23][C:22]([CH:25]([CH3:27])[CH3:26])=[CH:21][CH:20]=3)[N:17]=[CH:16][C:15]=2[C:28]([O:30]CC)=[O:29])[CH2:10][CH2:9]1)=[O:7])([CH3:4])([CH3:3])[CH3:2].[OH-].[Na+]. The catalyst is C(O)C. The product is [C:1]([O:5][C:6]([N:8]1[CH2:13][CH2:12][CH:11]([C:14]2[N:18]([C:19]3[CH:24]=[CH:23][C:22]([CH:25]([CH3:26])[CH3:27])=[CH:21][CH:20]=3)[N:17]=[CH:16][C:15]=2[C:28]([OH:30])=[O:29])[CH2:10][CH2:9]1)=[O:7])([CH3:2])([CH3:4])[CH3:3]. The yield is 0.680. (8) The reactants are B.[NH2:2][C:3]1[CH:4]=[CH:5][C:6]([S:13][CH:14]([CH3:16])[CH3:15])=[C:7]([CH:12]=1)[C:8]([NH:10][CH3:11])=O.Cl. The catalyst is C1COCC1. The product is [CH:14]([S:13][C:6]1[CH:5]=[CH:4][C:3]([NH2:2])=[CH:12][C:7]=1[CH2:8][NH:10][CH3:11])([CH3:16])[CH3:15]. The yield is 1.00.